This data is from Forward reaction prediction with 1.9M reactions from USPTO patents (1976-2016). The task is: Predict the product of the given reaction. (1) The product is: [CH3:1][C:2]1([CH3:8])[C:3]2=[CH:18][NH:19][CH:20]=[C:4]2[C:5](=[O:7])[CH2:6]1. Given the reactants [CH3:1][C:2]1([CH3:8])[CH2:6][C:5](=[O:7])[CH:4]=[CH:3]1.C1(C)C=CC(S([CH2:18][N+:19]#[C-:20])(=O)=O)=CC=1.CC(C)([O-])C.[K+].O, predict the reaction product. (2) Given the reactants [F:1][C:2]1([F:7])[CH2:6][CH2:5][NH:4][CH2:3]1.[Cl:8][C:9]1[CH:14]=[C:13](Cl)[N:12]=[CH:11][N:10]=1.CCN(C(C)C)C(C)C, predict the reaction product. The product is: [Cl:8][C:9]1[CH:14]=[C:13]([N:4]2[CH2:5][CH2:6][C:2]([F:7])([F:1])[CH2:3]2)[N:12]=[CH:11][N:10]=1.